This data is from Catalyst prediction with 721,799 reactions and 888 catalyst types from USPTO. The task is: Predict which catalyst facilitates the given reaction. (1) Reactant: [H-].[Na+].Cl[C:4]1[C:9]([CH2:10][NH:11][CH2:12][CH:13]([CH:15]2[CH2:18][C:17]([F:20])([F:19])[CH2:16]2)[OH:14])=[CH:8][CH:7]=[C:6]([Cl:21])[N:5]=1. Product: [Cl:21][C:6]1[CH:7]=[CH:8][C:9]2[CH2:10][NH:11][CH2:12][CH:13]([CH:15]3[CH2:18][C:17]([F:20])([F:19])[CH2:16]3)[O:14][C:4]=2[N:5]=1. The catalyst class is: 1. (2) Product: [CH2:27]([O:34][C:35]1[C:36]([CH2:65][CH3:66])=[C:37]([CH2:55][CH2:56][N:57]2[CH:7]([C:8]([O:10][CH3:11])=[O:9])[CH2:6][O:12][C:58]2=[O:64])[C:38]([C:49]2[CH:54]=[CH:53][CH:52]=[CH:51][CH:50]=2)=[C:39]([O:41][CH2:42][C:43]2[CH:48]=[CH:47][CH:46]=[CH:45][CH:44]=2)[CH:40]=1)[C:28]1[CH:33]=[CH:32][CH:31]=[CH:30][CH:29]=1. Reactant: C(O)(=O)C.N[CH:6]([OH:12])[CH2:7][C:8]([O:10][CH3:11])=[O:9].C(O[BH-](OC(=O)C)OC(=O)C)(=O)C.[Na+].[CH2:27]([O:34][C:35]1[C:36]([CH2:65][CH3:66])=[C:37]([CH2:55][CH2:56][NH:57][CH:58]([OH:64])CC(OC)=O)[C:38]([C:49]2[CH:54]=[CH:53][CH:52]=[CH:51][CH:50]=2)=[C:39]([O:41][CH2:42][C:43]2[CH:48]=[CH:47][CH:46]=[CH:45][CH:44]=2)[CH:40]=1)[C:28]1[CH:33]=[CH:32][CH:31]=[CH:30][CH:29]=1. The catalyst class is: 26.